This data is from Catalyst prediction with 721,799 reactions and 888 catalyst types from USPTO. The task is: Predict which catalyst facilitates the given reaction. (1) Reactant: CS(Cl)(=O)=O.[CH2:6]([N:13]1[CH:17]([C:18]2[CH:23]=[CH:22][CH:21]=[CH:20][CH:19]=2)[CH2:16][C:15]([C:25]2[CH:30]=[C:29]([F:31])[CH:28]=[CH:27][C:26]=2[F:32])(O)[O:14]1)[C:7]1[CH:12]=[CH:11][CH:10]=[CH:9][CH:8]=1.C(N(CC)CC)C. Product: [CH2:6]([N:13]1[CH:17]([C:18]2[CH:23]=[CH:22][CH:21]=[CH:20][CH:19]=2)[CH:16]=[C:15]([C:25]2[CH:30]=[C:29]([F:31])[CH:28]=[CH:27][C:26]=2[F:32])[O:14]1)[C:7]1[CH:12]=[CH:11][CH:10]=[CH:9][CH:8]=1. The catalyst class is: 4. (2) Reactant: C([C@H]1COC(=O)N1[C:10](=[O:18])[C@:11]([CH2:15][O:16][CH3:17])([CH3:14])[CH:12]=[CH2:13])(C)C.OO.O.[OH-].[Li+].S(S([O-])=O)([O-])(=O)=[O:25].[Na+].[Na+].Cl. Product: [CH3:17][O:16][CH2:15][C@:11]([CH3:14])([CH:12]=[CH2:13])[C:10]([OH:18])=[O:25]. The catalyst class is: 30. (3) Reactant: [Cl:1][C:2]1[N:7]=[N:6][C:5]([CH:8]([C:17]2[C:22]([F:23])=[CH:21][CH:20]=[CH:19][C:18]=2[F:24])[C:9](=[O:16])[C:10]#[C:11][Si](C)(C)C)=[CH:4][CH:3]=1.CCCC[N+](CCCC)(CCCC)CCCC.[F-].[NH4+].[Cl-]. Product: [Cl:1][C:2]1[N:7]=[N:6][C:5]([CH:8]([C:17]2[C:22]([F:23])=[CH:21][CH:20]=[CH:19][C:18]=2[F:24])[C:9](=[O:16])[C:10]#[CH:11])=[CH:4][CH:3]=1. The catalyst class is: 1. (4) Reactant: [F:1][C:2]([F:26])([F:25])[O:3][C:4]1[CH:9]=[CH:8][C:7]([CH:10]2[CH2:15][NH:14][CH2:13][CH:12]([NH:16][C:17](=[O:24])[C:18]3[CH:23]=[CH:22][CH:21]=[CH:20][CH:19]=3)[CH2:11]2)=[CH:6][CH:5]=1.[O:27]=[C:28]=[N:29][CH2:30][C:31]([O:33][CH3:34])=[O:32].C(N(CC)CC)C. Product: [C:18]1([C:17]([NH:16][CH:12]2[CH2:11][CH:10]([C:7]3[CH:6]=[CH:5][C:4]([O:3][C:2]([F:1])([F:25])[F:26])=[CH:9][CH:8]=3)[CH2:15][N:14]([C:28]([NH:29][CH2:30][C:31]([O:33][CH3:34])=[O:32])=[O:27])[CH2:13]2)=[O:24])[CH:19]=[CH:20][CH:21]=[CH:22][CH:23]=1. The catalyst class is: 1.